The task is: Predict which catalyst facilitates the given reaction.. This data is from Catalyst prediction with 721,799 reactions and 888 catalyst types from USPTO. (1) Reactant: [NH2:1][C:2]1[N:7]=[C:6]([Cl:8])[C:5]([NH2:9])=[C:4](Cl)[N:3]=1.N.[OH-].[Na+].FC1C=CC2N=C[N:20](C3N=C4C(NC(=O)N4C4CCOCC4)=C(C(N4CCCCC4)=O)N=3)C=2C=1. Product: [ClH:8].[Cl:8][C:6]1[N:7]=[C:2]([NH2:1])[N:3]=[C:4]([NH2:20])[C:5]=1[NH2:9]. The catalyst class is: 6. (2) Reactant: C[O:2][C:3]([C:5]1[CH:18]=[CH:17][C:16]2[S:15][C:14]3[C:9](=[CH:10][CH:11]=[CH:12][C:13]=3[C:19]3[O:20][C:21]([N:26]4[CH2:31][CH2:30][O:29][CH2:28][CH2:27]4)=[CH:22][C:23](=[O:25])[CH:24]=3)[S:8][C:7]=2[CH:6]=1)=[O:4].[OH-].[Na+:33]. Product: [Na+:33].[N:26]1([C:21]2[O:20][C:19]([C:13]3[CH:12]=[CH:11][CH:10]=[C:9]4[C:14]=3[S:15][C:16]3[CH:17]=[CH:18][C:5]([C:3]([O-:4])=[O:2])=[CH:6][C:7]=3[S:8]4)=[CH:24][C:23](=[O:25])[CH:22]=2)[CH2:31][CH2:30][O:29][CH2:28][CH2:27]1. The catalyst class is: 5. (3) Reactant: Cl[CH2:2][CH2:3][O:4][C:5]1[CH:10]=[CH:9][C:8]([C:11]([C:22]2[CH:27]=[CH:26][C:25]([OH:28])=[CH:24][CH:23]=2)=[C:12]([CH:15]2[CH2:20][CH2:19][CH:18]([OH:21])[CH2:17][CH2:16]2)[CH2:13][CH3:14])=[CH:7][CH:6]=1.[CH3:29][NH2:30]. Product: [OH:21][CH:18]1[CH2:19][CH2:20][CH:15]([C:12]([CH2:13][CH3:14])=[C:11]([C:22]2[CH:27]=[CH:26][C:25]([OH:28])=[CH:24][CH:23]=2)[C:8]2[CH:9]=[CH:10][C:5]([O:4][CH2:3][CH2:2][NH:30][CH3:29])=[CH:6][CH:7]=2)[CH2:16][CH2:17]1. The catalyst class is: 5. (4) Reactant: N1C(C)=CC=CC=1C.C(Cl)Cl.[OH:12][C:13]([CH3:26])([CH3:25])[CH2:14][C:15]([O:17][CH2:18][C:19]1[CH:24]=[CH:23][CH:22]=[CH:21][CH:20]=1)=[O:16].FC(F)(F)S(O[Si:33]([C:36]([CH3:39])([CH3:38])[CH3:37])([CH3:35])[CH3:34])(=O)=O. Product: [Si:33]([O:12][C:13]([CH3:26])([CH3:25])[CH2:14][C:15]([O:17][CH2:18][C:19]1[CH:24]=[CH:23][CH:22]=[CH:21][CH:20]=1)=[O:16])([C:36]([CH3:39])([CH3:38])[CH3:37])([CH3:35])[CH3:34]. The catalyst class is: 13. (5) Reactant: O=[C:2]1[CH2:6][O:5][CH2:4][CH:3]1[C:7]([O:9][CH3:10])=[O:8].[CH2:11]([NH2:18])[C:12]1[CH:17]=[CH:16][CH:15]=[CH:14][CH:13]=1.O. Product: [CH2:11]([NH:18][C:2]1[CH2:6][O:5][CH2:4][C:3]=1[C:7]([O:9][CH3:10])=[O:8])[C:12]1[CH:17]=[CH:16][CH:15]=[CH:14][CH:13]=1. The catalyst class is: 11. (6) Reactant: [Br:1][C:2]1[CH:14]=[CH:13][C:5]2[O:6][C:7]([CH3:12])([CH3:11])[C:8](=O)[NH:9][C:4]=2[CH:3]=1. Product: [Br:1][C:2]1[CH:14]=[CH:13][C:5]2[O:6][C:7]([CH3:11])([CH3:12])[CH2:8][NH:9][C:4]=2[CH:3]=1. The catalyst class is: 54.